From a dataset of Forward reaction prediction with 1.9M reactions from USPTO patents (1976-2016). Predict the product of the given reaction. (1) Given the reactants Br[C:2]1[CH:7]=[CH:6][C:5]([CH2:8][CH2:9][N:10]([CH2:18][C@H:19]([OH:26])[C:20]2[CH:21]=[N:22][CH:23]=[CH:24][CH:25]=2)[C:11](=[O:17])[O:12][C:13]([CH3:16])([CH3:15])[CH3:14])=[CH:4][CH:3]=1.[CH2:27]([C:31]1[CH:32]=[C:33](B(O)O)[CH:34]=[CH:35][C:36]=1[C:37]([O:39][CH3:40])=[O:38])[CH:28]([CH3:30])[CH3:29].C(=O)([O-])[O-].[Na+].[Na+], predict the reaction product. The product is: [C:13]([O:12][C:11]([N:10]([CH2:18][C@H:19]([OH:26])[C:20]1[CH:21]=[N:22][CH:23]=[CH:24][CH:25]=1)[CH2:9][CH2:8][C:5]1[CH:6]=[CH:7][C:2]([C:33]2[CH:34]=[CH:35][C:36]([C:37]([O:39][CH3:40])=[O:38])=[C:31]([CH2:27][CH:28]([CH3:30])[CH3:29])[CH:32]=2)=[CH:3][CH:4]=1)=[O:17])([CH3:16])([CH3:15])[CH3:14]. (2) Given the reactants CC(C)=O.[F:5][C:6]1[CH:11]=[CH:10][CH:9]=[C:8]([F:12])[C:7]=1[N:13]1[C:18]2[N:19]=[C:20]([NH:38][CH2:39][C:40]3[NH:41][CH:42]=[CH:43][N:44]=3)[N:21]=[C:22]([C:23]3[CH:24]=[C:25]([CH:34]=[CH:35][C:36]=3[CH3:37])[C:26]([NH:28][C:29]3[S:30][CH:31]=[CH:32][N:33]=3)=[O:27])[C:17]=2[CH:16]=[CH:15][C:14]1=[O:45].[ClH:46], predict the reaction product. The product is: [ClH:46].[F:5][C:6]1[CH:11]=[CH:10][CH:9]=[C:8]([F:12])[C:7]=1[N:13]1[C:18]2[N:19]=[C:20]([NH:38][CH2:39][C:40]3[NH:44][CH:43]=[CH:42][N:41]=3)[N:21]=[C:22]([C:23]3[CH:24]=[C:25]([CH:34]=[CH:35][C:36]=3[CH3:37])[C:26]([NH:28][C:29]3[S:30][CH:31]=[CH:32][N:33]=3)=[O:27])[C:17]=2[CH:16]=[CH:15][C:14]1=[O:45]. (3) The product is: [C:22]1([CH2:21][N:28]2[CH2:11][CH:1]3[CH2:14][CH:9]([CH2:8][C:7]4[C:2]3=[N:3][CH:4]=[CH:5][CH:6]=4)[CH2:10]2)[CH:27]=[CH:26][CH:25]=[CH:24][CH:23]=1. Given the reactants [CH:1]12[CH2:14][CH:9]([CH:10](O)[CH:11]1O)[CH2:8][C:7]1[C:2]2=[N:3][CH:4]=[CH:5][CH:6]=1.I([O-])(=O)(=O)=O.[Na+].[CH2:21]([NH2:28])[C:22]1[CH:27]=[CH:26][CH:25]=[CH:24][CH:23]=1.C(O[BH-](OC(=O)C)OC(=O)C)(=O)C.[Na+].C(=O)([O-])O.[Na+], predict the reaction product. (4) Given the reactants [Li].[Br:2][C:3]1[CH:4]=[C:5]([C:14]([O-])=[CH:15][C:16](=O)[C:17]([O:19]CC)=[O:18])[CH:6]=[C:7]([O:9][C:10]([F:13])([F:12])[F:11])[CH:8]=1.ClC1C=C(C2N(C3C=CC=CN=3)N=C(C(O)=O)C=2)C=C(F)C=1.Br.[CH3:47][C:48]1[CH:53]=[C:52]([NH:54][NH2:55])[CH:51]=[CH:50][N:49]=1, predict the reaction product. The product is: [Br:2][C:3]1[CH:4]=[C:5]([C:14]2[N:54]([C:52]3[CH:51]=[CH:50][N:49]=[C:48]([CH3:47])[CH:53]=3)[N:55]=[C:16]([C:17]([OH:19])=[O:18])[CH:15]=2)[CH:6]=[C:7]([O:9][C:10]([F:11])([F:12])[F:13])[CH:8]=1. (5) Given the reactants [H-].[Al+3].[Li+].[H-].[H-].[H-].[Cl:7][C:8]1[CH:9]=[CH:10][C:11]2[N:17]3[CH:18]=[N:19][N:20]=[C:16]3[C@@H:15]([CH2:21][C:22](OCC)=[O:23])[O:14][C@H:13]([C:27]3[CH:32]=[CH:31][CH:30]=[C:29]([O:33][CH3:34])[C:28]=3[O:35][CH3:36])[C:12]=2[CH:37]=1.C(C(C(C([O-])=O)O)O)([O-])=O.[Na+].[K+], predict the reaction product. The product is: [Cl:7][C:8]1[CH:9]=[CH:10][C:11]2[N:17]3[CH:18]=[N:19][N:20]=[C:16]3[C@@H:15]([CH2:21][CH2:22][OH:23])[O:14][C@H:13]([C:27]3[CH:32]=[CH:31][CH:30]=[C:29]([O:33][CH3:34])[C:28]=3[O:35][CH3:36])[C:12]=2[CH:37]=1. (6) Given the reactants Cl[C:2]1[C:7]2[N:8]=[C:9]([CH2:15][O:16][CH2:17][CH3:18])[N:10]([CH2:11][CH:12]([CH3:14])[CH3:13])[C:6]=2[C:5]([CH3:19])=[C:4]([CH3:20])[N:3]=1.[CH3:21][O:22][C:23]1[CH:30]=[CH:29][C:26]([CH2:27][NH2:28])=[CH:25][CH:24]=1.Cl.N1C=CC=CC=1.O, predict the reaction product. The product is: [CH2:17]([O:16][CH2:15][C:9]1[N:10]([CH2:11][CH:12]([CH3:14])[CH3:13])[C:6]2[C:5]([CH3:19])=[C:4]([CH3:20])[N:3]=[C:2]([NH:28][CH2:27][C:26]3[CH:29]=[CH:30][C:23]([O:22][CH3:21])=[CH:24][CH:25]=3)[C:7]=2[N:8]=1)[CH3:18].